Dataset: Full USPTO retrosynthesis dataset with 1.9M reactions from patents (1976-2016). Task: Predict the reactants needed to synthesize the given product. (1) Given the product [CH2:1]([O:8][C:9]([N:11]1[CH2:15][CH2:14][CH:13]([CH2:16][NH2:17])[CH2:12]1)=[O:10])[C:2]1[CH:7]=[CH:6][CH:5]=[CH:4][CH:3]=1, predict the reactants needed to synthesize it. The reactants are: [CH2:1]([O:8][C:9]([N:11]1[CH2:15][CH2:14][CH:13]([C:16](=O)[NH2:17])[CH2:12]1)=[O:10])[C:2]1[CH:7]=[CH:6][CH:5]=[CH:4][CH:3]=1.B.C1COCC1. (2) Given the product [Cl:1][C:2]1[CH:14]=[CH:13][C:12]([CH3:15])=[CH:11][C:3]=1[O:4][CH2:5][CH2:6][C:7]([O:9][CH3:10])=[O:8], predict the reactants needed to synthesize it. The reactants are: [Cl:1][C:2]1[CH:14]=[CH:13][C:12]([CH3:15])=[CH:11][C:3]=1[O:4][CH:5]=[CH:6][C:7]([O:9][CH3:10])=[O:8].[Br-].[Na+]. (3) Given the product [Cl:1][CH2:42][CH2:41][CH2:40][C:39]([NH:25][C:21]1[CH:22]=[CH:23][CH:24]=[C:19]([C:16]2[CH:17]=[CH:18][C:12]3[O:11][C:10]([C:5]4[CH:6]=[C:7]([Cl:9])[CH:8]=[C:3]([Cl:2])[CH:4]=4)([C:26]([F:28])([F:29])[F:27])[CH2:14][C:13]=3[CH:15]=2)[CH:20]=1)=[O:38], predict the reactants needed to synthesize it. The reactants are: [Cl-:1].[Cl:2][C:3]1[CH:4]=[C:5]([C:10]2([C:26]([F:29])([F:28])[F:27])[CH2:14][C:13]3[CH:15]=[C:16]([C:19]4[CH:20]=[C:21]([NH2:25])[CH:22]=[CH:23][CH:24]=4)[CH:17]=[CH:18][C:12]=3[O:11]2)[CH:6]=[C:7]([Cl:9])[CH:8]=1.CCN(CC)CC.O.[O:38]1[CH2:42][CH2:41][CH2:40][CH2:39]1. (4) Given the product [C:32]([OH:39])(=[O:38])/[CH:33]=[CH:34]/[C:35]([OH:37])=[O:36].[CH3:1][NH:2][CH2:3][C:4]1[C:12]2[O:11][N:10]=[C:9]([CH2:13][CH2:14][CH:15]3[CH2:16][CH2:17][N:18]([C:21]4[N:22]=[CH:23][CH:24]=[CH:25][N:26]=4)[CH2:19][CH2:20]3)[C:8]=2[CH:7]=[CH:6][C:5]=1[O:27][CH2:28][CH:29]1[CH2:31][CH2:30]1, predict the reactants needed to synthesize it. The reactants are: [CH3:1][NH:2][CH2:3][C:4]1[C:12]2[O:11][N:10]=[C:9]([CH2:13][CH2:14][CH:15]3[CH2:20][CH2:19][N:18]([C:21]4[N:26]=[CH:25][CH:24]=[CH:23][N:22]=4)[CH2:17][CH2:16]3)[C:8]=2[CH:7]=[CH:6][C:5]=1[O:27][CH2:28][CH:29]1[CH2:31][CH2:30]1.[C:32]([OH:39])(=[O:38])/[CH:33]=[CH:34]/[C:35]([OH:37])=[O:36]. (5) Given the product [Cl:39][C:26]1[C:25]2[C:29](=[CH:30][CH:31]=[C:23]([NH:22][C:2]3[C:11]4[C:6](=[CH:7][C:8]([O:20][CH3:21])=[CH:9][C:10]=4[O:12][CH:13]4[CH2:18][CH2:17][N:16]([CH3:19])[CH2:15][CH2:14]4)[N:5]=[CH:4][N:3]=3)[CH:24]=2)[N:28]([CH2:32][C:33]2[CH:38]=[CH:37][CH:36]=[CH:35][N:34]=2)[N:27]=1, predict the reactants needed to synthesize it. The reactants are: Cl[C:2]1[C:11]2[C:6](=[CH:7][C:8]([O:20][CH3:21])=[CH:9][C:10]=2[O:12][CH:13]2[CH2:18][CH2:17][N:16]([CH3:19])[CH2:15][CH2:14]2)[N:5]=[CH:4][N:3]=1.[NH2:22][C:23]1[CH:24]=[C:25]2[C:29](=[CH:30][CH:31]=1)[N:28]([CH2:32][C:33]1[CH:38]=[CH:37][CH:36]=[CH:35][N:34]=1)[N:27]=[C:26]2[Cl:39]. (6) Given the product [CH3:33][S:34]([O:23][CH2:22][CH2:21][C:7]1[CH:8]=[C:9]([CH2:12][O:13][Si:14]([C:17]([CH3:18])([CH3:19])[CH3:20])([CH3:15])[CH3:16])[C:10]([Cl:11])=[C:5]([Cl:4])[CH:6]=1)(=[O:36])=[O:35], predict the reactants needed to synthesize it. The reactants are: ClCCl.[Cl:4][C:5]1[CH:6]=[C:7]([CH2:21][CH2:22][OH:23])[CH:8]=[C:9]([CH2:12][O:13][Si:14]([C:17]([CH3:20])([CH3:19])[CH3:18])([CH3:16])[CH3:15])[C:10]=1[Cl:11].CCN(C(C)C)C(C)C.[CH3:33][S:34](Cl)(=[O:36])=[O:35]. (7) The reactants are: [F:1][C:2]([F:25])([F:24])[C:3]([C:5]1[CH:10]=[CH:9][C:8]([N:11]2[CH2:16][CH2:15][N:14](C(OC(C)(C)C)=O)[CH2:13][CH2:12]2)=[CH:7][CH:6]=1)=[O:4]. Given the product [F:25][C:2]([F:1])([F:24])[C:3]([C:5]1[CH:6]=[CH:7][C:8]([N:11]2[CH2:12][CH2:13][NH:14][CH2:15][CH2:16]2)=[CH:9][CH:10]=1)=[O:4], predict the reactants needed to synthesize it. (8) Given the product [CH3:30][O:31][C:32]([C:34]1[C:38]([NH:39][C:24](=[O:25])[C:23]2[CH:27]=[CH:28][CH:29]=[C:21]([CH2:20][N:15]3[C:16](=[O:19])[CH:17]=[CH:18][C:13]([O:12][CH2:11][CH2:10][CH2:9][NH:8][C:6]([O:5][C:1]([CH3:3])([CH3:2])[CH3:4])=[O:7])=[N:14]3)[CH:22]=2)=[CH:37][N:36]([CH3:40])[N:35]=1)=[O:33], predict the reactants needed to synthesize it. The reactants are: [C:1]([O:5][C:6]([NH:8][CH2:9][CH2:10][CH2:11][O:12][C:13]1[CH:18]=[CH:17][C:16](=[O:19])[N:15]([CH2:20][C:21]2[CH:22]=[C:23]([CH:27]=[CH:28][CH:29]=2)[C:24](O)=[O:25])[N:14]=1)=[O:7])([CH3:4])([CH3:3])[CH3:2].[CH3:30][O:31][C:32]([C:34]1[C:38]([NH2:39])=[CH:37][N:36]([CH3:40])[N:35]=1)=[O:33].C(N(C(C)C)C(C)C)C.O=C1N(P(Cl)(N2CCOC2=O)=O)CCO1. (9) Given the product [Cl:15][C:16]1[CH:23]=[C:22]([C:24]([F:25])([F:26])[F:27])[CH:21]=[C:20]([Cl:28])[C:17]=1[CH2:18][C:5]([CH2:4][CH2:3][C:2]([F:1])=[C:10]([F:11])[F:12])([C:6]#[N:7])[C:8]#[N:9], predict the reactants needed to synthesize it. The reactants are: [F:1][C:2](=[C:10]([F:12])[F:11])[CH2:3][CH2:4][CH:5]([C:8]#[N:9])[C:6]#[N:7].[H-].[Na+].[Cl:15][C:16]1[CH:23]=[C:22]([C:24]([F:27])([F:26])[F:25])[CH:21]=[C:20]([Cl:28])[C:17]=1[CH2:18]Br.